Dataset: CYP2C9 substrate classification data from Carbon-Mangels et al.. Task: Regression/Classification. Given a drug SMILES string, predict its absorption, distribution, metabolism, or excretion properties. Task type varies by dataset: regression for continuous measurements (e.g., permeability, clearance, half-life) or binary classification for categorical outcomes (e.g., BBB penetration, CYP inhibition). Dataset: cyp2c9_substrate_carbonmangels. (1) The molecule is CN1C(C(=O)Nc2ccccn2)=C(O)c2sccc2S1(=O)=O. The result is 1 (substrate). (2) The compound is CN1C(=O)CN=C(c2ccccc2)c2cc(Cl)ccc21. The result is 1 (substrate). (3) The drug is C#C[C@]1(O)CC[C@H]2[C@@H]3CCc4cc(O)ccc4[C@H]3CC[C@@]21C. The result is 0 (non-substrate). (4) The result is 0 (non-substrate). The drug is CNS(=O)(=O)Cc1ccc2[nH]cc(CCCN3CCN(c4ncncc4OC)CC3)c2c1. (5) The compound is CCC(=O)O[C@](Cc1ccccc1)(c1ccccc1)[C@H](C)CN(C)C. The result is 0 (non-substrate). (6) The result is 0 (non-substrate). The molecule is CNCCCC12CCC(c3ccccc31)c1ccccc12.